From a dataset of Reaction yield outcomes from USPTO patents with 853,638 reactions. Predict the reaction yield, written as a fraction of the theoretical maximum amount of product (1.0 means a 100% yield; for example, 0.34 means a 34% yield). The reactants are [CH3:1][C@@:2]1([CH2:13][N:14]2[CH2:19][CH2:18][N:17]([C:20](OC(C)(C)C)=O)[CH2:16][CH2:15]2)[O:6][C:5]2=[N:7][C:8]([N+:10]([O-:12])=[O:11])=[CH:9][N:4]2[CH2:3]1.FC(F)(F)C(O)=O.[F:34][C:35]([F:51])([F:50])[C:36]1[CH:41]=[CH:40][C:39]([C:42]2[CH:47]=[CH:46][C:45](C=O)=[CH:44][CH:43]=2)=[CH:38][CH:37]=1.[B-]C#N.[Na+].C(O)(=O)C. The catalyst is C(Cl)Cl. The product is [CH3:1][C@@:2]1([CH2:13][N:14]2[CH2:19][CH2:18][N:17]([CH2:20][C:45]3[CH:44]=[CH:43][C:42]([C:39]4[CH:40]=[CH:41][C:36]([C:35]([F:34])([F:50])[F:51])=[CH:37][CH:38]=4)=[CH:47][CH:46]=3)[CH2:16][CH2:15]2)[O:6][C:5]2=[N:7][C:8]([N+:10]([O-:12])=[O:11])=[CH:9][N:4]2[CH2:3]1. The yield is 0.630.